This data is from Catalyst prediction with 721,799 reactions and 888 catalyst types from USPTO. The task is: Predict which catalyst facilitates the given reaction. (1) Reactant: Br[C:2]1[CH:9]=[CH:8][C:5]([CH:6]=[O:7])=[CH:4][CH:3]=1.[CH3:10][N:11]1[CH2:16][CH:15]=[C:14](B2OC(C)(C)C(C)(C)O2)[CH2:13][CH2:12]1.C(=O)([O-])[O-].[Na+].[Na+]. The catalyst class is: 600. Product: [CH3:10][N:11]1[CH2:12][CH:13]=[C:14]([C:2]2[CH:9]=[CH:8][C:5]([CH:6]=[O:7])=[CH:4][CH:3]=2)[CH2:15][CH2:16]1. (2) Reactant: [Na].[C:2]([O:13]CC)(=O)[CH2:3][CH2:4][CH2:5][CH2:6][C:7]([O:9][CH2:10][CH3:11])=[O:8].C(O)(=O)C. Product: [CH3:11][CH2:10][O:9][C:7]([CH:6]1[C:2](=[O:13])[CH2:3][CH2:4][CH2:5]1)=[O:8]. The catalyst class is: 11. (3) Reactant: [CH2:1]([O:3][C:4]1[C:9]([C:10]([F:13])([F:12])[F:11])=[CH:8][C:7]([N+:14]([O-])=O)=[CH:6][C:5]=1[C:17]([F:20])([F:19])[F:18])[CH3:2]. Product: [CH2:1]([O:3][C:4]1[C:5]([C:17]([F:18])([F:19])[F:20])=[CH:6][C:7]([NH2:14])=[CH:8][C:9]=1[C:10]([F:11])([F:12])[F:13])[CH3:2]. The catalyst class is: 19. (4) Reactant: [C:1]([O:5][C:6]([N:8]1[CH2:13][CH2:12][C:11]([C:19]#[N:20])([CH2:14][CH:15]([OH:18])CO)[CH2:10][CH2:9]1)=[O:7])([CH3:4])([CH3:3])[CH3:2].I([O-])(=O)(=O)=O.[Na+].O. Product: [C:1]([O:5][C:6]([N:8]1[CH2:13][CH2:12][C:11]([C:19]#[N:20])([CH2:14][CH2:15][OH:18])[CH2:10][CH2:9]1)=[O:7])([CH3:4])([CH3:2])[CH3:3]. The catalyst class is: 7. (5) Reactant: [CH2:1]([N:9]1[CH:13]=[C:12]([C:14]2[C:22]3[C:17](=[N:18][CH:19]=[C:20]([C:23]4[CH:24]=[C:25]([CH:40]=[CH:41][CH:42]=4)[CH2:26][CH:27]4[CH2:32][CH2:31][N:30](C(OC(C)(C)C)=O)[CH2:29][CH2:28]4)[CH:21]=3)[NH:16][CH:15]=2)[CH:11]=[N:10]1)[CH2:2][C:3]1[CH:8]=[CH:7][CH:6]=[CH:5][CH:4]=1. Product: [CH2:1]([N:9]1[CH:13]=[C:12]([C:14]2[C:22]3[C:17](=[N:18][CH:19]=[C:20]([C:23]4[CH:42]=[CH:41][CH:40]=[C:25]([CH2:26][CH:27]5[CH2:32][CH2:31][NH:30][CH2:29][CH2:28]5)[CH:24]=4)[CH:21]=3)[NH:16][CH:15]=2)[CH:11]=[N:10]1)[CH2:2][C:3]1[CH:4]=[CH:5][CH:6]=[CH:7][CH:8]=1. The catalyst class is: 209.